From a dataset of Full USPTO retrosynthesis dataset with 1.9M reactions from patents (1976-2016). Predict the reactants needed to synthesize the given product. (1) Given the product [CH2:1]([N:8]1[CH2:9][CH2:10][CH:11]2[CH:12]([O:17]2)[CH2:13]1)[C:2]1[CH:7]=[CH:6][CH:5]=[CH:4][CH:3]=1, predict the reactants needed to synthesize it. The reactants are: [CH2:1]([N:8]1[CH2:13][CH:12]=[CH:11][CH2:10][CH2:9]1)[C:2]1[CH:7]=[CH:6][CH:5]=[CH:4][CH:3]=1.C1C(=O)N(Br)C(=[O:17])C1.[OH-].[Na+]. (2) The reactants are: [OH:1][C:2]1[CH:3]=[C:4]([CH:7]=[CH:8][CH:9]=1)[CH:5]=[O:6].Br[CH2:11][C:12]#[N:13].C(=O)([O-])[O-].[K+].[K+]. Given the product [CH:5]([C:4]1[CH:3]=[C:2]([CH:9]=[CH:8][CH:7]=1)[O:1][CH2:11][C:12]#[N:13])=[O:6], predict the reactants needed to synthesize it.